This data is from Forward reaction prediction with 1.9M reactions from USPTO patents (1976-2016). The task is: Predict the product of the given reaction. (1) Given the reactants [F:1][C:2]([F:10])([F:9])[CH:3]([OH:8])[C:4]([F:7])([F:6])[F:5].ClC(Cl)(O[C:15](=[O:21])OC(Cl)(Cl)Cl)Cl.C(N(CC)C(C)C)(C)C.[N:32]1([CH2:38][C:39]2[CH:44]=[CH:43][C:42](C(F)(F)F)=[CH:41][C:40]=2[N:49]2[CH2:54][CH2:53][O:52][CH2:51][CH2:50]2)[CH2:37][CH2:36][NH:35][CH2:34][CH2:33]1, predict the reaction product. The product is: [N:49]1([C:40]2[C:41]([C:2]([F:10])([F:9])[F:1])=[CH:42][CH:43]=[CH:44][C:39]=2[CH2:38][N:32]2[CH2:33][CH2:34][N:35]([C:15]([O:8][CH:3]([C:4]([F:7])([F:6])[F:5])[C:2]([F:10])([F:9])[F:1])=[O:21])[CH2:36][CH2:37]2)[CH2:50][CH2:51][O:52][CH2:53][CH2:54]1. (2) Given the reactants [N+:1]([C:4]1[CH:5]=[N:6][N:7]([C:9]2[CH:14]=[CH:13][C:12]([CH3:15])=[CH:11][CH:10]=2)[CH:8]=1)([O-])=O, predict the reaction product. The product is: [NH2:1][C:4]1[CH:5]=[N:6][N:7]([C:9]2[CH:14]=[CH:13][C:12]([CH3:15])=[CH:11][CH:10]=2)[CH:8]=1. (3) Given the reactants [CH3:1][C:2]1([CH3:32])[O:6][C@H:5]([C:7](=[O:29])[CH2:8][O:9][C:10]([C:23]2[CH:28]=[CH:27][CH:26]=[CH:25][CH:24]=2)([C:17]2[CH:22]=[CH:21][CH:20]=[CH:19][CH:18]=2)[C:11]2[CH:16]=[CH:15][CH:14]=[CH:13][CH:12]=2)[C@H:4]([CH:30]=[CH2:31])[O:3]1.[CH:33]([Mg]Br)=[CH2:34], predict the reaction product. The product is: [CH3:1][C:2]1([CH3:32])[O:6][C@H:5]([C@@:7]([OH:29])([CH:33]=[CH2:34])[CH2:8][O:9][C:10]([C:11]2[CH:16]=[CH:15][CH:14]=[CH:13][CH:12]=2)([C:23]2[CH:28]=[CH:27][CH:26]=[CH:25][CH:24]=2)[C:17]2[CH:18]=[CH:19][CH:20]=[CH:21][CH:22]=2)[C@H:4]([CH:30]=[CH2:31])[O:3]1. (4) The product is: [CH2:2]([NH:34][C:24]([C:13]1[CH:14]=[CH:15][S:11][C:12]=1[NH:16][C:17](=[O:23])[O:18][C:19]([CH3:20])([CH3:22])[CH3:21])=[O:26])[C:1]1[CH:4]=[CH:8][CH:7]=[CH:6][CH:3]=1. Given the reactants [C:1]([Li])([CH3:4])([CH3:3])[CH3:2].[CH3:6][CH2:7][CH2:8]CC.[S:11]1[CH:15]=[CH:14][CH:13]=[C:12]1[NH:16][C:17](=[O:23])[O:18][C:19]([CH3:22])([CH3:21])[CH3:20].[C:24](=[O:26])=O.C([NH2:34])C1C=CC=CC=1.Cl.CN(C)CCCN=C=NCC.ON1C2N=CC=CC=2N=N1.C(N(CC)CC)C, predict the reaction product.